Predict the product of the given reaction. From a dataset of Forward reaction prediction with 1.9M reactions from USPTO patents (1976-2016). (1) Given the reactants [CH3:1]C(C)([O-])C.[K+].[F:7][C:8]1[CH:13]=[C:12]([CH:14]=O)[CH:11]=[C:10]([F:16])[C:9]=1[C:17]1[N:22]=[C:21]([C:23]([O:25][CH3:26])=[O:24])[CH:20]=[CH:19][C:18]=1[F:27], predict the reaction product. The product is: [F:7][C:8]1[CH:13]=[C:12]([CH:14]=[CH2:1])[CH:11]=[C:10]([F:16])[C:9]=1[C:17]1[N:22]=[C:21]([C:23]([O:25][CH3:26])=[O:24])[CH:20]=[CH:19][C:18]=1[F:27]. (2) Given the reactants [CH2:1]([N:3]1[C:9]2[CH:10]=[C:11]([N+:14]([O-])=O)[CH:12]=[CH:13][C:8]=2[O:7][CH2:6][CH:5]([N:17]2[CH2:22][CH2:21][O:20][CH2:19][CH2:18]2)[CH2:4]1)[CH3:2], predict the reaction product. The product is: [CH2:1]([N:3]1[C:9]2[CH:10]=[C:11]([NH2:14])[CH:12]=[CH:13][C:8]=2[O:7][CH2:6][CH:5]([N:17]2[CH2:18][CH2:19][O:20][CH2:21][CH2:22]2)[CH2:4]1)[CH3:2]. (3) Given the reactants [Si]([O:8][CH2:9][C:10]1[C:15]([O:16][CH3:17])=[CH:14][CH:13]=[C:12]([C:18]2[O:22][N:21]=[C:20]([CH3:23])[CH:19]=2)[N:11]=1)(C(C)(C)C)(C)C.[F-].C([N+](CCCC)(CCCC)CCCC)CCC, predict the reaction product. The product is: [OH:8][CH2:9][C:10]1[C:15]([O:16][CH3:17])=[CH:14][CH:13]=[C:12]([C:18]2[O:22][N:21]=[C:20]([CH3:23])[CH:19]=2)[N:11]=1.